This data is from Full USPTO retrosynthesis dataset with 1.9M reactions from patents (1976-2016). The task is: Predict the reactants needed to synthesize the given product. Given the product [F:19][CH:2]([F:1])[C:3]1[C:12]([C:13]2[CH:14]=[N:15][N:16]([CH3:18])[CH:17]=2)=[CH:11][C:6]2[O:7][CH2:8][CH2:9][N:10]([C:21]3[C:25]4[CH2:26][N:27]([C:30](=[O:32])[CH3:31])[CH2:28][CH2:29][C:24]=4[N:23]([CH:33]4[CH2:38][CH2:37][O:36][CH2:35][CH2:34]4)[N:22]=3)[C:5]=2[CH:4]=1, predict the reactants needed to synthesize it. The reactants are: [F:1][CH:2]([F:19])[C:3]1[C:12]([C:13]2[CH:14]=[N:15][N:16]([CH3:18])[CH:17]=2)=[CH:11][C:6]2[O:7][CH2:8][CH2:9][NH:10][C:5]=2[CH:4]=1.Br[C:21]1[C:25]2[CH2:26][N:27]([C:30](=[O:32])[CH3:31])[CH2:28][CH2:29][C:24]=2[N:23]([CH:33]2[CH2:38][CH2:37][O:36][CH2:35][CH2:34]2)[N:22]=1.C(O[Na])(C)(C)C.C1(P(C2CCCCC2)C2C=CC=CC=2C2C(OC(C)C)=CC=CC=2OC(C)C)CCCCC1.